This data is from Forward reaction prediction with 1.9M reactions from USPTO patents (1976-2016). The task is: Predict the product of the given reaction. (1) Given the reactants [N:1]1[CH:6]=[CH:5][CH:4]=[N:3][C:2]=1[C:7]1[C:8]([NH2:13])=[N:9][CH:10]=[CH:11][CH:12]=1.C1C(=O)N([Br:21])C(=O)C1, predict the reaction product. The product is: [Br:21][C:11]1[CH:12]=[C:7]([C:2]2[N:3]=[CH:4][CH:5]=[CH:6][N:1]=2)[C:8]([NH2:13])=[N:9][CH:10]=1. (2) Given the reactants [CH2:1]=[CH:2]C(=C)C.[CH3:6][O:7][C:8]([O:12][CH2:13][C:14]#[CH:15])([CH2:10][CH3:11])[CH3:9].BrCC, predict the reaction product. The product is: [CH3:6][O:7][C:8]([CH3:9])([O:12][CH2:13][C:14]#[C:15][CH2:1][CH3:2])[CH2:10][CH3:11]. (3) The product is: [Br:12][CH2:11][C:4]1[CH:5]=[CH:6][C:7]([N+:8]([O-:10])=[O:9])=[C:2]([F:1])[CH:3]=1. Given the reactants [F:1][C:2]1[CH:3]=[C:4]([CH3:11])[CH:5]=[CH:6][C:7]=1[N+:8]([O-:10])=[O:9].[Br:12]([O-])(=O)=O.[K+].S(S([O-])=O)([O-])=O.[Na+].[Na+], predict the reaction product. (4) Given the reactants [H-].[Al+3].[Li+].[H-].[H-].[H-].[CH2:7]([N:14]1[CH2:19][CH2:18][CH:17]([NH:20][C:21]2[CH:30]=[CH:29][C:24]([C:25](OC)=[O:26])=[CH:23][N:22]=2)[CH2:16][CH2:15]1)[C:8]1[CH:13]=[CH:12][CH:11]=[CH:10][CH:9]=1.O.[OH-].[Na+], predict the reaction product. The product is: [CH2:7]([N:14]1[CH2:19][CH2:18][CH:17]([NH:20][C:21]2[N:22]=[CH:23][C:24]([CH2:25][OH:26])=[CH:29][CH:30]=2)[CH2:16][CH2:15]1)[C:8]1[CH:9]=[CH:10][CH:11]=[CH:12][CH:13]=1. (5) Given the reactants [NH:1]1[C:5]2=[N:6][CH:7]=[CH:8][C:9]([NH:10][C:11]3[CH:16]=[CH:15][C:14]([NH2:17])=[CH:13][CH:12]=3)=[C:4]2[CH:3]=[CH:2]1.[Cl:18][C:19]1[CH:24]=[C:23](Cl)[N:22]=[C:21]([NH2:26])[N:20]=1.Cl.[OH-].[Na+], predict the reaction product. The product is: [Cl:18][C:19]1[N:20]=[C:21]([NH2:26])[N:22]=[C:23]([NH:17][C:14]2[CH:15]=[CH:16][C:11]([NH:10][C:9]3[CH:8]=[CH:7][N:6]=[C:5]4[NH:1][CH:2]=[CH:3][C:4]=34)=[CH:12][CH:13]=2)[CH:24]=1. (6) Given the reactants [Cl:1][C:2]1[CH:7]=[CH:6][C:5]([S:8]([C:11]2[CH:12]=[CH:13][C:14]([O:29][CH3:30])=[C:15]([CH:17]3[CH2:22][CH2:21][N:20](C(=O)C(F)(F)F)[CH2:19][CH2:18]3)[CH:16]=2)(=[O:10])=[O:9])=[CH:4][CH:3]=1.[OH-].[Na+].O, predict the reaction product. The product is: [Cl:1][C:2]1[CH:7]=[CH:6][C:5]([S:8]([C:11]2[CH:12]=[CH:13][C:14]([O:29][CH3:30])=[C:15]([CH:17]3[CH2:18][CH2:19][NH:20][CH2:21][CH2:22]3)[CH:16]=2)(=[O:10])=[O:9])=[CH:4][CH:3]=1. (7) Given the reactants [C:1]([NH:8][C:9]([NH:11][C:12]([O:14][C:15]([CH3:18])([CH3:17])[CH3:16])=[O:13])=[NH:10])([O:3][C:4]([CH3:7])([CH3:6])[CH3:5])=[O:2].[C:19]1(P([C:19]2[CH:24]=[CH:23]C=[CH:21][CH:20]=2)[C:19]2[CH:24]=[CH:23]C=[CH:21][CH:20]=2)[CH:24]=[CH:23]C=[CH:21][CH:20]=1.[CH2:38]([O:45][C:46]1[CH:51]=[CH:50][C:49]([C:52]2[CH:56]=[C:55]([CH2:57]O)[O:54][N:53]=2)=[CH:48][CH:47]=1)[C:39]1[CH:44]=[CH:43][CH:42]=[CH:41][CH:40]=1.N(C(OC(C)C)=O)=NC(OC(C)C)=O.[CH2:73]1[CH2:77][O:76][CH2:75][CH2:74]1, predict the reaction product. The product is: [CH2:77]([O:76][C:75]1[CH:74]=[CH:46][CH:47]=[CH:48][C:49]=1[C:52]1[CH:56]=[C:55]([CH2:57][N:8]([C:1]([O:3][C:4]([CH3:7])([CH3:6])[CH3:5])=[O:2])[C:9]([NH:11][C:12]([O:14][C:15]([CH3:18])([CH3:17])[CH3:16])=[O:13])=[NH:10])[O:54][N:53]=1)[C:73]1[CH:23]=[CH:24][CH:19]=[CH:20][CH:21]=1.[CH2:38]([O:45][C:46]1[CH:51]=[CH:50][C:49]([C:52]2[CH:56]=[C:55]([CH2:57][N:8]([C:1]([O:3][C:4]([CH3:7])([CH3:6])[CH3:5])=[O:2])[C:9]([NH:11][C:12]([O:14][C:15]([CH3:18])([CH3:17])[CH3:16])=[O:13])=[NH:10])[O:54][N:53]=2)=[CH:48][CH:47]=1)[C:39]1[CH:40]=[CH:41][CH:42]=[CH:43][CH:44]=1.